Predict the product of the given reaction. From a dataset of Forward reaction prediction with 1.9M reactions from USPTO patents (1976-2016). (1) Given the reactants C(OC([N:8]1[CH2:14][CH2:13][C:12]2[C:15]([S:20][C:21](=O)N(C)C)=[C:16]([Cl:19])[CH:17]=[CH:18][C:11]=2[CH2:10][CH2:9]1)=O)(C)(C)C.Br.BrC[CH2:29][C:30]1[CH:35]=[CH:34][CH:33]=[CH:32][N:31]=1, predict the reaction product. The product is: [ClH:19].[Cl:19][C:16]1[CH:17]=[CH:18][C:11]2[CH2:10][CH2:9][NH:8][CH2:14][CH2:13][C:12]=2[C:15]=1[S:20][CH2:21][CH2:29][C:30]1[CH:35]=[CH:34][CH:33]=[CH:32][N:31]=1. (2) Given the reactants Cl[C:2]1[CH:3]=[C:4]2[N:11]([CH3:12])[C@@H:10]([CH3:13])[CH2:9][N:5]2[C:6](=[O:8])[N:7]=1.[F:14][C:15]1[CH:16]=[C:17]([CH2:32][OH:33])[CH:18]=[CH:19][C:20]=1[O:21][C:22]1[CH:27]=[CH:26][N:25]=[C:24]([C:28]([F:31])([F:30])[F:29])[CH:23]=1, predict the reaction product. The product is: [F:14][C:15]1[CH:16]=[C:17]([CH:18]=[CH:19][C:20]=1[O:21][C:22]1[CH:27]=[CH:26][N:25]=[C:24]([C:28]([F:31])([F:29])[F:30])[CH:23]=1)[CH2:32][O:33][C:2]1[CH:3]=[C:4]2[N:11]([CH3:12])[C@@H:10]([CH3:13])[CH2:9][N:5]2[C:6](=[O:8])[N:7]=1.